From a dataset of Full USPTO retrosynthesis dataset with 1.9M reactions from patents (1976-2016). Predict the reactants needed to synthesize the given product. (1) The reactants are: [O:1]=[C:2]1[N:7]([C:8]2[CH:13]=[CH:12][CH:11]=[CH:10][CH:9]=2)[CH:6]=[C:5]([C:14](Cl)=[O:15])[CH:4]=[CH:3]1.[OH:17][CH:18]1[CH:23]2[CH2:24][CH2:25][N:20]([CH2:21][CH2:22]2)[CH2:19]1. Given the product [N:20]12[CH2:25][CH2:24][CH:23]([CH2:22][CH2:21]1)[CH:18]([O:17][C:14]([C:5]1[CH:4]=[CH:3][C:2](=[O:1])[N:7]([C:8]3[CH:13]=[CH:12][CH:11]=[CH:10][CH:9]=3)[CH:6]=1)=[O:15])[CH2:19]2, predict the reactants needed to synthesize it. (2) Given the product [F:26][C:27]([F:32])([F:31])[C:28]([OH:30])=[O:29].[CH3:3][CH:2]([O:4][CH2:5][CH2:6][O:7][C:8]1[N:16]=[C:15]2[C:11]([N:12]=[C:13]([O:23][CH3:24])[NH:14]2)=[C:10]([NH2:25])[N:9]=1)[CH3:1], predict the reactants needed to synthesize it. The reactants are: [CH3:1][CH:2]([O:4][CH2:5][CH2:6][O:7][C:8]1[N:16]=[C:15]2[C:11]([N:12]=[C:13]([O:23][CH3:24])[N:14]2C2CCCCO2)=[C:10]([NH2:25])[N:9]=1)[CH3:3].[F:26][C:27]([F:32])([F:31])[C:28]([OH:30])=[O:29]. (3) Given the product [CH2:27]([Si:26]1([CH2:29][CH3:30])[C:2]2[CH:7]=[CH:6][CH:5]=[CH:4][C:3]=2[CH:8]([C:10]2[CH:11]=[N:12][CH:13]=[CH:14][CH:15]=2)[O:9]1)[CH3:28], predict the reactants needed to synthesize it. The reactants are: Br[C:2]1[CH:7]=[CH:6][CH:5]=[CH:4][C:3]=1[CH:8]([C:10]1[CH:11]=[N:12][CH:13]=[CH:14][CH:15]=1)[OH:9].C1COCC1.[Li]CCCC.[SiH:26](Cl)([CH2:29][CH3:30])[CH2:27][CH3:28]. (4) Given the product [NH2:11][C@@H:12]([C:16]1[N:17]=[C:18]([C:21]2[CH:26]=[C:25]([NH:27][C:28]([NH:30][CH2:31][CH3:32])=[O:29])[N:24]=[CH:23][C:22]=2[C:33]2[CH:34]=[C:35]3[C:40](=[CH:41][CH:42]=2)[N:39]([C@@H:43]([C:46]([CH3:48])([CH3:47])[CH3:49])[CH2:44][OH:45])[CH:38]=[C:37]([C:50]([OH:52])=[O:51])[C:36]3=[O:53])[S:19][CH:20]=1)[CH:13]([CH3:14])[CH3:15], predict the reactants needed to synthesize it. The reactants are: C(OC([NH:11][C@@H:12]([C:16]1[N:17]=[C:18]([C:21]2[CH:26]=[C:25]([NH:27][C:28]([NH:30][CH2:31][CH3:32])=[O:29])[N:24]=[CH:23][C:22]=2[C:33]2[CH:34]=[C:35]3[C:40](=[CH:41][CH:42]=2)[N:39]([C@@H:43]([C:46]([CH3:49])([CH3:48])[CH3:47])[CH2:44][OH:45])[CH:38]=[C:37]([C:50]([OH:52])=[O:51])[C:36]3=[O:53])[S:19][CH:20]=1)[CH:13]([CH3:15])[CH3:14])=O)C1C=CC=CC=1.Br.C(O)(=O)C.[OH-].[Na+].Cl. (5) Given the product [CH3:18][C:17]1([CH3:19])[CH2:16][C:15]2[C:10](=[CH:11][CH:12]=[C:13]([C:20]([OH:22])=[O:21])[CH:14]=2)[NH:9][CH:8]1[C:4]1[CH:5]=[CH:6][CH:7]=[C:2]([N:23]2[CH2:27][CH2:26][NH:25][C:24]2=[O:28])[CH:3]=1, predict the reactants needed to synthesize it. The reactants are: Br[C:2]1[CH:3]=[C:4]([CH:8]2[C:17]([CH3:19])([CH3:18])[CH2:16][C:15]3[C:10](=[CH:11][CH:12]=[C:13]([C:20]([OH:22])=[O:21])[CH:14]=3)[NH:9]2)[CH:5]=[CH:6][CH:7]=1.[NH:23]1[CH2:27][CH2:26][NH:25][C:24]1=[O:28].Cl.CN(C)CC(O)=O.C(=O)([O-])[O-].[K+].[K+]. (6) Given the product [Cl:1][C:2]1[CH:29]=[CH:28][C:5]([C:6]([C:8]2[CH:27]=[CH:26][C:11]([O:12][C:13]([CH3:25])([CH3:24])[C:14]([OH:16])=[O:15])=[CH:10][CH:9]=2)=[O:7])=[CH:4][CH:3]=1, predict the reactants needed to synthesize it. The reactants are: [Cl:1][C:2]1[CH:29]=[CH:28][C:5]([C:6]([C:8]2[CH:27]=[CH:26][C:11]([O:12][C:13]([CH3:25])([CH3:24])[C:14]([O:16]CC3C=CC=CC=3)=[O:15])=[CH:10][CH:9]=2)=[O:7])=[CH:4][CH:3]=1.[OH-].[K+].